From a dataset of Catalyst prediction with 721,799 reactions and 888 catalyst types from USPTO. Predict which catalyst facilitates the given reaction. Reactant: [Br:1][C:2]1[CH:3]=[C:4]([CH3:16])[C:5]([C:8]2[CH2:13][CH2:12][CH:11]([NH:14][CH3:15])[CH2:10][CH:9]=2)=[N:6][CH:7]=1.[F:24][C:23]([F:26])([F:25])[C:22](O[C:22](=[O:27])[C:23]([F:26])([F:25])[F:24])=[O:27].O.C(N(CC)CC)C. Product: [Br:1][C:2]1[CH:3]=[C:4]([CH3:16])[C:5]([C:8]2[CH2:13][CH2:12][CH:11]([N:14]([CH3:15])[C:22](=[O:27])[C:23]([F:24])([F:25])[F:26])[CH2:10][CH:9]=2)=[N:6][CH:7]=1. The catalyst class is: 537.